From a dataset of CYP2C9 inhibition data for predicting drug metabolism from PubChem BioAssay. Regression/Classification. Given a drug SMILES string, predict its absorption, distribution, metabolism, or excretion properties. Task type varies by dataset: regression for continuous measurements (e.g., permeability, clearance, half-life) or binary classification for categorical outcomes (e.g., BBB penetration, CYP inhibition). Dataset: cyp2c9_veith. (1) The molecule is O=C1c2cccc3c(Nc4ccccc4Cl)c([N+](=O)[O-])cc(c23)C(=O)N1CCO. The result is 1 (inhibitor). (2) The molecule is COc1ccc(Oc2ncc3nc(C)c(=O)n(CCC#N)c3n2)cc1. The result is 0 (non-inhibitor). (3) The molecule is CCC(C)NC(=O)c1cnn2c(C)c3c(nc12)CCCC3. The result is 0 (non-inhibitor). (4) The molecule is Oc1cc2c(cc1O)CN(C(=S)NCCc1ccc(Cl)cc1)CCC2. The result is 1 (inhibitor). (5) The molecule is Cc1nc2c(C(=O)N3CCOCC3)cnn2c(C)c1Cc1ccc(Cl)cc1. The result is 1 (inhibitor). (6) The molecule is Cc1ccsc1-c1nc(-c2ccccc2)c(-c2ccccc2)[nH]1. The result is 0 (non-inhibitor). (7) The result is 1 (inhibitor). The compound is Cc1ccc(-c2cc(-c3nnc(SCC(=O)NC(C)C(C)C)n3N)c3ccccc3n2)cc1. (8) The drug is O=C1C2C3c4ccccc4C(c4ccccc43)C2C(=O)N1c1nc(-c2ccccc2)cs1. The result is 1 (inhibitor).